From a dataset of Full USPTO retrosynthesis dataset with 1.9M reactions from patents (1976-2016). Predict the reactants needed to synthesize the given product. (1) Given the product [Cl:8][C:4]1[CH:3]=[C:2]([NH:1][C:19]([CH:16]2[CH2:18][CH2:17]2)=[O:20])[CH:7]=[CH:6][N:5]=1, predict the reactants needed to synthesize it. The reactants are: [NH2:1][C:2]1[CH:7]=[CH:6][N:5]=[C:4]([Cl:8])[CH:3]=1.C(N(CC)CC)C.[CH:16]1([C:19](Cl)=[O:20])[CH2:18][CH2:17]1.C(=O)([O-])O.[Na+]. (2) Given the product [CH2:1]([C:4]1[CH:9]=[CH:8][C:7]([CH:10]2[CH2:11][NH:12][CH2:13]2)=[CH:6][CH:5]=1)[CH2:2][CH3:3], predict the reactants needed to synthesize it. The reactants are: [CH2:1]([C:4]1[CH:9]=[CH:8][C:7]([CH:10]2[CH2:13][N:12](C(OC(C)(C)C)=O)[CH2:11]2)=[CH:6][CH:5]=1)[CH2:2][CH3:3].C(O)(C(F)(F)F)=O. (3) Given the product [I:15][C:8]1[C:7]2[C:11](=[CH:12][CH:13]=[C:5]([CH2:3][OH:2])[CH:6]=2)[N:10]([CH3:14])[N:9]=1, predict the reactants needed to synthesize it. The reactants are: C[O:2][C:3]([C:5]1[CH:6]=[C:7]2[C:11](=[CH:12][CH:13]=1)[N:10]([CH3:14])[N:9]=[C:8]2[I:15])=O.CC(C[AlH]CC(C)C)C. (4) Given the product [CH3:35][N:33]([CH3:34])[CH:30]1[CH2:29][CH2:28][N:27]([C:25]2[N:61]=[C:12]3[NH:11][C:10]([C:38]([C:39]4[CH:44]=[CH:43][C:42]([C:45]#[N:46])=[C:41]([C:47]5[C:56]6[C:51](=[CH:67][CH:68]=[CH:69][CH:55]=6)[CH:50]=[N:49][CH:48]=5)[CH:40]=4)=[O:37])=[N:14][C:13]3=[CH:23][CH:24]=2)[CH2:32][CH2:31]1, predict the reactants needed to synthesize it. The reactants are: BrC1C=C(C([C:10]2[N:14](COCC[Si](C)(C)C)[C:13]3[CH:23]=[CH:24][C:25]([N:27]4[CH2:32][CH2:31][CH:30]([N:33]([CH3:35])[CH3:34])[CH2:29][CH2:28]4)=C[C:12]=3[N:11]=2)=O)C=CN=1.C[O:37][C:38](=O)[C:39]1[CH:44]=[CH:43][C:42]([C:45]#[N:46])=[C:41]([C:47]2[C:56]3[C:51](=CC=C[CH:55]=3)[CH:50]=[N:49][CH:48]=2)[CH:40]=1.C([N-:61]C(C)C)(C)C.[Li+].O1C[CH2:69][CH2:68][CH2:67]1. (5) Given the product [ClH:1].[Cl:1][C:2]1[CH:3]=[N:4][N:5]([C:7]2[C:28]([F:29])=[CH:27][C:10]([O:11][CH2:12][C@@H:13]3[C@@H:18]([NH2:19])[CH2:17][CH2:16][O:15][CH2:14]3)=[C:9]([F:30])[CH:8]=2)[CH:6]=1, predict the reactants needed to synthesize it. The reactants are: [Cl:1][C:2]1[CH:3]=[N:4][N:5]([C:7]2[C:28]([F:29])=[CH:27][C:10]([O:11][CH2:12][C@@H:13]3[C@@H:18]([NH:19]C(=O)OC(C)(C)C)[CH2:17][CH2:16][O:15][CH2:14]3)=[C:9]([F:30])[CH:8]=2)[CH:6]=1.Cl.CCO. (6) Given the product [CH3:1][N:2]1[C:8]2[CH:9]=[CH:10][C:11]([C:13]3[CH:14]=[CH:15][C:16]([O:19][C:20]([F:23])([F:21])[F:22])=[CH:17][CH:18]=3)=[CH:12][C:7]=2[C:6](=[O:24])[N:5]([CH2:30][C:31]2[N:36]=[CH:35][CH:34]=[CH:33][N:32]=2)[CH2:4][C:3]1=[O:25], predict the reactants needed to synthesize it. The reactants are: [CH3:1][N:2]1[C:8]2[CH:9]=[CH:10][C:11]([C:13]3[CH:18]=[CH:17][C:16]([O:19][C:20]([F:23])([F:22])[F:21])=[CH:15][CH:14]=3)=[CH:12][C:7]=2[C:6](=[O:24])[NH:5][CH2:4][C:3]1=[O:25].[H-].[Na+].Cl.Cl[CH2:30][C:31]1[N:36]=[CH:35][CH:34]=[CH:33][N:32]=1.